From a dataset of Catalyst prediction with 721,799 reactions and 888 catalyst types from USPTO. Predict which catalyst facilitates the given reaction. (1) Reactant: [Cl:1][C:2]1[N:3]=[CH:4][C:5]([C:8]([O:10]C)=[O:9])=[N:6][CH:7]=1.[Cl-].[Li+]. Product: [Cl:1][C:2]1[N:3]=[CH:4][C:5]([C:8]([OH:10])=[O:9])=[N:6][CH:7]=1. The catalyst class is: 3. (2) Reactant: Br.[OH:2][C:3]1[CH:8]=[CH:7][C:6]([CH2:9][CH2:10][CH2:11][CH2:12][NH2:13])=[CH:5][CH:4]=1.O.C(=O)(O)[O-].[Na+].Cl[C:21]([O:23][CH2:24][C:25]1[CH:30]=[CH:29][CH:28]=[CH:27][CH:26]=1)=[O:22]. Product: [C:21]([NH:13][CH2:12][CH2:11][CH2:10][CH2:9][C:6]1[CH:5]=[CH:4][C:3]([OH:2])=[CH:8][CH:7]=1)([O:23][CH2:24][C:25]1[CH:30]=[CH:29][CH:28]=[CH:27][CH:26]=1)=[O:22]. The catalyst class is: 12. (3) Reactant: [NH2:1][C:2]1[CH:3]=[C:4]2[C:9](=[CH:10][CH:11]=1)[N:8]=[CH:7][C:6]([C:12]#[N:13])=[C:5]2[NH:14][C:15]1[CH:20]=[CH:19][C:18]([F:21])=[C:17]([Cl:22])[CH:16]=1.[C:23]([O:27][C:28]([N:30]1[CH2:34][CH2:33][CH:32]([CH:35]=O)[CH2:31]1)=[O:29])([CH3:26])([CH3:25])[CH3:24].[BH3-]C#N.[Na+]. Product: [C:23]([O:27][C:28]([N:30]1[CH2:34][CH2:33][CH:32]([CH2:35][NH:1][C:2]2[CH:3]=[C:4]3[C:9](=[CH:10][CH:11]=2)[N:8]=[CH:7][C:6]([C:12]#[N:13])=[C:5]3[NH:14][C:15]2[CH:20]=[CH:19][C:18]([F:21])=[C:17]([Cl:22])[CH:16]=2)[CH2:31]1)=[O:29])([CH3:26])([CH3:24])[CH3:25]. The catalyst class is: 14. (4) Reactant: [NH2:1][CH:2]([CH2:6][C:7]1[CH:12]=[CH:11][C:10]([C:13]2[O:14][CH:15]=[C:16]([CH2:18][NH:19][C:20]3[CH:25]=[C:24]([CH3:26])[CH:23]=[CH:22][N:21]=3)[CH:17]=2)=[CH:9][CH:8]=1)[C:3]([OH:5])=[O:4].CCN(C(C)C)C(C)C.[CH3:36][C:37]1[CH:45]=[C:44]([CH3:46])[CH:43]=[C:42]([CH3:47])[C:38]=1[C:39](O)=[O:40]. The catalyst class is: 16. Product: [CH3:26][C:24]1[CH:23]=[CH:22][N:21]=[C:20]([NH:19][CH2:18][C:16]2[CH:17]=[C:13]([C:10]3[CH:9]=[CH:8][C:7]([CH2:6][CH:2]([NH:1][C:39](=[O:40])[C:38]4[C:42]([CH3:47])=[CH:43][C:44]([CH3:46])=[CH:45][C:37]=4[CH3:36])[C:3]([OH:5])=[O:4])=[CH:12][CH:11]=3)[O:14][CH:15]=2)[CH:25]=1. (5) Reactant: [C:1]([C:5]1[N:6]=[C:7]([NH:10][C:11]([C@@H:13]2[CH2:17][CH2:16][CH2:15][NH:14]2)=[O:12])[S:8][CH:9]=1)([CH3:4])([CH3:3])[CH3:2].Cl.[O:19]1[CH2:24][CH2:23][CH:22]([CH:25]=O)[CH2:21][CH2:20]1.C(O)(=O)C.C(O[BH-](OC(=O)C)OC(=O)C)(=O)C.[Na+]. Product: [C:1]([C:5]1[N:6]=[C:7]([NH:10][C:11]([C@@H:13]2[CH2:17][CH2:16][CH2:15][N:14]2[CH2:25][CH:22]2[CH2:23][CH2:24][O:19][CH2:20][CH2:21]2)=[O:12])[S:8][CH:9]=1)([CH3:4])([CH3:2])[CH3:3]. The catalyst class is: 26. (6) Reactant: [CH3:1][O:2][C:3](=[O:29])[CH2:4][CH2:5][C:6]1[CH:11]=[CH:10][C:9]([O:12][CH2:13][CH2:14][C:15]2[N:16]=[C:17]([C:21]3[CH:22]=[N:23][C:24](Cl)=[CH:25][CH:26]=3)[O:18][C:19]=2[CH3:20])=[CH:8][C:7]=1[CH3:28].[C:30]1(B(O)O)[CH:35]=[CH:34][CH:33]=[CH:32][CH:31]=1.C([O-])([O-])=O.[Na+].[Na+]. Product: [CH3:1][O:2][C:3](=[O:29])[CH2:4][CH2:5][C:6]1[CH:11]=[CH:10][C:9]([O:12][CH2:13][CH2:14][C:15]2[N:16]=[C:17]([C:21]3[CH:22]=[N:23][C:24]([C:30]4[CH:35]=[CH:34][CH:33]=[CH:32][CH:31]=4)=[CH:25][CH:26]=3)[O:18][C:19]=2[CH3:20])=[CH:8][C:7]=1[CH3:28]. The catalyst class is: 93. (7) Product: [ClH:10].[CH3:11][O:12][CH2:13][C:14]1[CH:15]=[CH:16][C:17]([C:20]2[C:21]([N:26]3[CH2:27][CH2:28][N:29]([CH2:32][CH2:33][N:34]([CH3:35])[S:7]([C:1]4[CH:6]=[CH:5][CH:4]=[CH:3][CH:2]=4)(=[O:9])=[O:8])[CH2:30][CH2:31]3)=[N:22][CH:23]=[CH:24][N:25]=2)=[CH:18][CH:19]=1. Reactant: [C:1]1([S:7]([Cl:10])(=[O:9])=[O:8])[CH:6]=[CH:5][CH:4]=[CH:3][CH:2]=1.[CH3:11][O:12][CH2:13][C:14]1[CH:19]=[CH:18][C:17]([C:20]2[C:21]([N:26]3[CH2:31][CH2:30][N:29]([CH2:32][CH2:33][NH:34][CH3:35])[CH2:28][CH2:27]3)=[N:22][CH:23]=[CH:24][N:25]=2)=[CH:16][CH:15]=1.N1CCOCC1. The catalyst class is: 4. (8) Product: [Cl:1][C:2]1[CH:3]=[CH:4][C:5]([C:8]2[S:12][C:11]([C:13]([OH:15])=[O:14])=[C:10]([C:18]3[CH:23]=[CH:22][C:21]([S:24](=[O:27])(=[O:26])[NH2:25])=[C:20]([CH3:28])[CH:19]=3)[C:9]=2[CH3:29])=[CH:6][CH:7]=1. The catalyst class is: 40. Reactant: [Cl:1][C:2]1[CH:7]=[CH:6][C:5]([C:8]2[S:12][C:11]([C:13]([O:15]CC)=[O:14])=[C:10]([C:18]3[CH:23]=[CH:22][C:21]([S:24](=[O:27])(=[O:26])[NH2:25])=[C:20]([CH3:28])[CH:19]=3)[C:9]=2[CH3:29])=[CH:4][CH:3]=1.[OH-].[Na+].Cl.